From a dataset of TCR-epitope binding with 47,182 pairs between 192 epitopes and 23,139 TCRs. Binary Classification. Given a T-cell receptor sequence (or CDR3 region) and an epitope sequence, predict whether binding occurs between them. The epitope is AVFDRKSDAK. The TCR CDR3 sequence is CASSFGQGRTEAFF. Result: 1 (the TCR binds to the epitope).